Dataset: Full USPTO retrosynthesis dataset with 1.9M reactions from patents (1976-2016). Task: Predict the reactants needed to synthesize the given product. (1) Given the product [Br:16][C:13]([C:10]1[CH:9]=[CH:8][C:7]([C:5](=[O:6])[CH2:4][CH2:3][CH2:2][Cl:1])=[CH:12][CH:11]=1)([CH3:15])[CH3:14], predict the reactants needed to synthesize it. The reactants are: [Cl:1][CH2:2][CH2:3][CH2:4][C:5]([C:7]1[CH:12]=[CH:11][C:10]([CH:13]([CH3:15])[CH3:14])=[CH:9][CH:8]=1)=[O:6].[Br:16]N1C(=O)CCC1=O. (2) Given the product [CH3:14][C:15]([S@:18](/[N:20]=[CH:8]/[C:7]1[CH:10]=[CH:11][C:4]([O:3][C:2]([F:13])([F:12])[F:1])=[CH:5][CH:6]=1)=[O:19])([CH3:17])[CH3:16], predict the reactants needed to synthesize it. The reactants are: [F:1][C:2]([F:13])([F:12])[O:3][C:4]1[CH:11]=[CH:10][C:7]([CH:8]=O)=[CH:6][CH:5]=1.[CH3:14][C:15]([S@:18]([NH2:20])=[O:19])([CH3:17])[CH3:16].